Dataset: NCI-60 drug combinations with 297,098 pairs across 59 cell lines. Task: Regression. Given two drug SMILES strings and cell line genomic features, predict the synergy score measuring deviation from expected non-interaction effect. (1) Drug 1: C1CCC(CC1)NC(=O)N(CCCl)N=O. Drug 2: CC1C(C(=O)NC(C(=O)N2CCCC2C(=O)N(CC(=O)N(C(C(=O)O1)C(C)C)C)C)C(C)C)NC(=O)C3=C4C(=C(C=C3)C)OC5=C(C(=O)C(=C(C5=N4)C(=O)NC6C(OC(=O)C(N(C(=O)CN(C(=O)C7CCCN7C(=O)C(NC6=O)C(C)C)C)C)C(C)C)C)N)C. Cell line: DU-145. Synergy scores: CSS=5.34, Synergy_ZIP=-1.57, Synergy_Bliss=-1.31, Synergy_Loewe=-2.41, Synergy_HSA=-2.62. (2) Drug 1: C1=CC(=CC=C1CC(C(=O)O)N)N(CCCl)CCCl.Cl. Drug 2: CC1=C2C(C(=O)C3(C(CC4C(C3C(C(C2(C)C)(CC1OC(=O)C(C(C5=CC=CC=C5)NC(=O)OC(C)(C)C)O)O)OC(=O)C6=CC=CC=C6)(CO4)OC(=O)C)O)C)O. Cell line: NCI-H226. Synergy scores: CSS=14.3, Synergy_ZIP=-7.59, Synergy_Bliss=-0.909, Synergy_Loewe=-13.7, Synergy_HSA=-0.524. (3) Drug 1: CN1CCC(CC1)COC2=C(C=C3C(=C2)N=CN=C3NC4=C(C=C(C=C4)Br)F)OC. Drug 2: C1CCC(C1)C(CC#N)N2C=C(C=N2)C3=C4C=CNC4=NC=N3. Cell line: KM12. Synergy scores: CSS=21.0, Synergy_ZIP=1.49, Synergy_Bliss=1.66, Synergy_Loewe=-12.8, Synergy_HSA=-0.665. (4) Drug 1: CNC(=O)C1=CC=CC=C1SC2=CC3=C(C=C2)C(=NN3)C=CC4=CC=CC=N4. Drug 2: C(CN)CNCCSP(=O)(O)O. Cell line: T-47D. Synergy scores: CSS=-2.93, Synergy_ZIP=3.42, Synergy_Bliss=1.75, Synergy_Loewe=-0.118, Synergy_HSA=0.770.